Dataset: Blood-brain barrier penetration binary classification data from Martins et al.. Task: Regression/Classification. Given a drug SMILES string, predict its absorption, distribution, metabolism, or excretion properties. Task type varies by dataset: regression for continuous measurements (e.g., permeability, clearance, half-life) or binary classification for categorical outcomes (e.g., BBB penetration, CYP inhibition). Dataset: bbb_martins. (1) The compound is CC[C@H]1CC(=O)[C@@H]2Oc3c(OC)ccc4c3[C@@]23CCN(CC2CC2)C(C4)[C@H]13. The result is 1 (penetrates BBB). (2) The drug is CCN(CC)CCNC(=O)COc1ccc(Cl)cc1. The result is 1 (penetrates BBB). (3) The result is 0 (does not penetrate BBB). The compound is CN[C@@H]1[C@H](O[C@H]2[C@H](O[C@@H]3[C@@H](N=C(N)N)[C@H](O)[C@@H](N=C(N)N)[C@H](O)[C@H]3O)O[C@@H](C)[C@]2(O)C=O)O[C@@H](CO)[C@H](O)[C@H]1O.